The task is: Regression. Given a peptide amino acid sequence and an MHC pseudo amino acid sequence, predict their binding affinity value. This is MHC class I binding data.. This data is from Peptide-MHC class I binding affinity with 185,985 pairs from IEDB/IMGT. (1) The peptide sequence is ITTDDLVKSY. The MHC is HLA-A33:01 with pseudo-sequence HLA-A33:01. The binding affinity (normalized) is 0. (2) The peptide sequence is TTIKPVSYK. The MHC is Mamu-B8301 with pseudo-sequence Mamu-B8301. The binding affinity (normalized) is 0.844. (3) The peptide sequence is FLYNRPLNS. The MHC is HLA-A02:02 with pseudo-sequence HLA-A02:02. The binding affinity (normalized) is 0.797.